This data is from NCI-60 drug combinations with 297,098 pairs across 59 cell lines. The task is: Regression. Given two drug SMILES strings and cell line genomic features, predict the synergy score measuring deviation from expected non-interaction effect. (1) Drug 1: CCC1(CC2CC(C3=C(CCN(C2)C1)C4=CC=CC=C4N3)(C5=C(C=C6C(=C5)C78CCN9C7C(C=CC9)(C(C(C8N6C)(C(=O)OC)O)OC(=O)C)CC)OC)C(=O)OC)O.OS(=O)(=O)O. Drug 2: COC1=NC(=NC2=C1N=CN2C3C(C(C(O3)CO)O)O)N. Cell line: CAKI-1. Synergy scores: CSS=0.0645, Synergy_ZIP=0.473, Synergy_Bliss=0.462, Synergy_Loewe=-0.108, Synergy_HSA=-0.711. (2) Drug 1: CN1C(=O)N2C=NC(=C2N=N1)C(=O)N. Drug 2: C1=CC=C(C=C1)NC(=O)CCCCCCC(=O)NO. Cell line: KM12. Synergy scores: CSS=0.473, Synergy_ZIP=-3.47, Synergy_Bliss=-0.515, Synergy_Loewe=-17.1, Synergy_HSA=-5.30. (3) Drug 1: CC1=C(C=C(C=C1)NC(=O)C2=CC=C(C=C2)CN3CCN(CC3)C)NC4=NC=CC(=N4)C5=CN=CC=C5. Drug 2: C(CCl)NC(=O)N(CCCl)N=O. Cell line: HCT-15. Synergy scores: CSS=4.28, Synergy_ZIP=-4.35, Synergy_Bliss=-5.77, Synergy_Loewe=-10.4, Synergy_HSA=-8.88. (4) Drug 1: CC1=C(C=C(C=C1)NC2=NC=CC(=N2)N(C)C3=CC4=NN(C(=C4C=C3)C)C)S(=O)(=O)N.Cl. Drug 2: CC1CCC2CC(C(=CC=CC=CC(CC(C(=O)C(C(C(=CC(C(=O)CC(OC(=O)C3CCCCN3C(=O)C(=O)C1(O2)O)C(C)CC4CCC(C(C4)OC)O)C)C)O)OC)C)C)C)OC. Cell line: NCI-H522. Synergy scores: CSS=21.0, Synergy_ZIP=0.673, Synergy_Bliss=-0.900, Synergy_Loewe=-23.9, Synergy_HSA=-0.631. (5) Drug 1: CCC1(CC2CC(C3=C(CCN(C2)C1)C4=CC=CC=C4N3)(C5=C(C=C6C(=C5)C78CCN9C7C(C=CC9)(C(C(C8N6C=O)(C(=O)OC)O)OC(=O)C)CC)OC)C(=O)OC)O.OS(=O)(=O)O. Drug 2: CCN(CC)CCCC(C)NC1=C2C=C(C=CC2=NC3=C1C=CC(=C3)Cl)OC. Cell line: U251. Synergy scores: CSS=22.5, Synergy_ZIP=-1.39, Synergy_Bliss=3.89, Synergy_Loewe=2.80, Synergy_HSA=1.41. (6) Drug 1: CC12CCC(CC1=CCC3C2CCC4(C3CC=C4C5=CN=CC=C5)C)O. Drug 2: C1=NC2=C(N=C(N=C2N1C3C(C(C(O3)CO)O)O)F)N. Cell line: SK-MEL-2. Synergy scores: CSS=-0.445, Synergy_ZIP=-2.61, Synergy_Bliss=-5.09, Synergy_Loewe=-12.3, Synergy_HSA=-8.32. (7) Drug 1: C1=NC2=C(N=C(N=C2N1C3C(C(C(O3)CO)O)O)F)N. Drug 2: C1CC(=O)NC(=O)C1N2C(=O)C3=CC=CC=C3C2=O. Cell line: SF-268. Synergy scores: CSS=1.17, Synergy_ZIP=0.411, Synergy_Bliss=-0.734, Synergy_Loewe=1.98, Synergy_HSA=-2.87. (8) Drug 1: CCN(CC)CCCC(C)NC1=C2C=C(C=CC2=NC3=C1C=CC(=C3)Cl)OC. Drug 2: C1CNP(=O)(OC1)N(CCCl)CCCl. Cell line: UO-31. Synergy scores: CSS=-0.852, Synergy_ZIP=0.0556, Synergy_Bliss=-0.501, Synergy_Loewe=0.362, Synergy_HSA=-2.66.